From a dataset of Full USPTO retrosynthesis dataset with 1.9M reactions from patents (1976-2016). Predict the reactants needed to synthesize the given product. Given the product [Cl:1][C:2]1[CH:18]=[CH:17][C:5]2[CH2:6][CH2:7][N:8]([C:11](=[O:16])[C:12]([F:14])([F:15])[F:13])[CH2:9][CH2:10][C:4]=2[C:3]=1[C:35]#[C:34][C:29]1[CH:30]=[CH:31][CH:32]=[CH:33][C:28]=1[F:27], predict the reactants needed to synthesize it. The reactants are: [Cl:1][C:2]1[CH:18]=[CH:17][C:5]2[CH2:6][CH2:7][N:8]([C:11](=[O:16])[C:12]([F:15])([F:14])[F:13])[CH2:9][CH2:10][C:4]=2[C:3]=1OS(C(F)(F)F)(=O)=O.[F:27][C:28]1[CH:33]=[CH:32][CH:31]=[CH:30][C:29]=1[C:34]#[CH:35].